This data is from Reaction yield outcomes from USPTO patents with 853,638 reactions. The task is: Predict the reaction yield, written as a fraction of the theoretical maximum amount of product (1.0 means a 100% yield; for example, 0.34 means a 34% yield). The reactants are [F:1][C:2]1[CH:7]=[CH:6][CH:5]=[CH:4][C:3]=1[C:8]1[C:16]2[C:11](=[N:12][C:13]([O:21][CH2:22][C:23](O)=[O:24])=[CH:14][C:15]=2[C:17]([F:20])([F:19])[F:18])[N:10]([CH3:26])[N:9]=1.CC(C)N=C=NC(C)C.C1C=CC2N(O)N=NC=2C=1.[CH3:46][C@H:47]([NH2:54])[C:48]1[CH:53]=[CH:52][CH:51]=[CH:50][CH:49]=1. The catalyst is CN(C=O)C. The product is [F:1][C:2]1[CH:7]=[CH:6][CH:5]=[CH:4][C:3]=1[C:8]1[C:16]2[C:11](=[N:12][C:13]([O:21][CH2:22][C:23]([NH:54][C@H:47]([C:48]3[CH:53]=[CH:52][CH:51]=[CH:50][CH:49]=3)[CH3:46])=[O:24])=[CH:14][C:15]=2[C:17]([F:20])([F:18])[F:19])[N:10]([CH3:26])[N:9]=1. The yield is 0.510.